This data is from Catalyst prediction with 721,799 reactions and 888 catalyst types from USPTO. The task is: Predict which catalyst facilitates the given reaction. (1) Reactant: C(N(C(C)C)CC)(C)C.CCCP1(OP(CCC)(=O)OP(CCC)(=O)O1)=O.[Cl:28][C:29]1[CH:34]=[CH:33][C:32]([C:35]2[N:36]=[C:37]3[CH:42]=[CH:41][C:40]([C:43]([O-:45])=O)=[CH:39][N:38]3[C:46]=2[CH2:47][OH:48])=[CH:31][CH:30]=1.[Na+].[NH2:50][CH2:51][CH:52]([OH:54])[CH3:53]. Product: [Cl:28][C:29]1[CH:30]=[CH:31][C:32]([C:35]2[N:36]=[C:37]3[CH:42]=[CH:41][C:40]([C:43]([NH:50][CH2:51][CH:52]([OH:54])[CH3:53])=[O:45])=[CH:39][N:38]3[C:46]=2[CH2:47][OH:48])=[CH:33][CH:34]=1. The catalyst class is: 656. (2) Reactant: [Cl:1][C:2]1[C:10]([CH2:11][NH:12]C(C(F)(F)F)=O)=[C:9](F)[C:8](F)=[C:7]([CH3:21])[C:3]=1[C:4]([OH:6])=[O:5].[CH3:22][C:23]1[C:31]([CH2:32][NH:33]C(C(F)(F)F)=O)=[C:30](F)[C:29](F)=[C:28]([Cl:42])[C:24]=1[C:25]([OH:27])=[O:26].CSC1C2C(=CC(Br)=CC=2Br)NC=1SC. Product: [NH2:12][CH2:11][C:10]1[C:2]([Cl:1])=[C:3]([C:7]([CH3:21])=[CH:8][CH:9]=1)[C:4]([OH:6])=[O:5].[NH2:33][CH2:32][C:31]1[C:23]([CH3:22])=[C:24]([C:28]([Cl:42])=[CH:29][CH:30]=1)[C:25]([OH:27])=[O:26]. The catalyst class is: 33. (3) Reactant: [OH:1][C:2]([CH3:45])([CH3:44])[CH2:3][N:4]1[CH:8]=[C:7]([C:9]2[CH:10]=[C:11]3[C:16](=[CH:17][CH:18]=2)[CH:15]=[N:14][C:13]([NH:19][C:20]2[CH:25]=[CH:24][C:23]([C:26]4[N:30]5[CH2:31][CH2:32][N:33](C(OC(C)(C)C)=O)[CH2:34][C:29]5=[N:28][N:27]=4)=[CH:22][C:21]=2[O:42][CH3:43])=[CH:12]3)[CH:6]=[N:5]1.C(O)(C(F)(F)F)=O. Product: [CH3:43][O:42][C:21]1[CH:22]=[C:23]([C:26]2[N:30]3[CH2:31][CH2:32][NH:33][CH2:34][C:29]3=[N:28][N:27]=2)[CH:24]=[CH:25][C:20]=1[NH:19][C:13]1[N:14]=[CH:15][C:16]2[C:11]([CH:12]=1)=[CH:10][C:9]([C:7]1[CH:6]=[N:5][N:4]([CH2:3][C:2]([CH3:45])([OH:1])[CH3:44])[CH:8]=1)=[CH:18][CH:17]=2. The catalyst class is: 2.